From a dataset of Full USPTO retrosynthesis dataset with 1.9M reactions from patents (1976-2016). Predict the reactants needed to synthesize the given product. (1) Given the product [C:66]([NH2:28])([O:65][C:62]([CH3:64])([CH3:63])[CH3:61])=[O:68].[CH2:1]([O:8][P:9]([CH2:19][O:20][C:21]1[CH:26]=[CH:25][CH:24]=[C:23]([CH2:27][N:28]2[CH:33]([CH2:34][C:35]3[CH:40]=[CH:39][CH:38]=[CH:37][CH:36]=3)[CH:32]([OH:41])[CH:31]([CH2:42][CH2:43][C:44]3[CH:45]=[CH:46][CH:47]=[CH:48][CH:49]=3)[N:30]([CH2:50][C:51]3[CH:56]=[CH:55][CH:54]=[C:53]([C:57](=[O:59])[NH2:58])[CH:52]=3)[C:29]2=[O:60])[CH:22]=1)(=[O:18])[O:10][CH2:11][C:12]1[CH:13]=[CH:14][CH:15]=[CH:16][CH:17]=1)[C:2]1[CH:3]=[CH:4][CH:5]=[CH:6][CH:7]=1, predict the reactants needed to synthesize it. The reactants are: [CH2:1]([O:8][P:9]([CH2:19][O:20][C:21]1[CH:26]=[CH:25][CH:24]=[C:23]([CH2:27][N:28]2[CH:33]([CH2:34][C:35]3[CH:40]=[CH:39][CH:38]=[CH:37][CH:36]=3)[CH:32]([OH:41])[CH:31]([CH2:42][CH2:43][C:44]3[CH:49]=[CH:48][CH:47]=[CH:46][CH:45]=3)[N:30]([CH2:50][C:51]3[CH:56]=[CH:55][CH:54]=[C:53]([C:57](=[O:59])[NH2:58])[CH:52]=3)[C:29]2=[O:60])[CH:22]=1)(=[O:18])[O:10][CH2:11][C:12]1[CH:17]=[CH:16][CH:15]=[CH:14][CH:13]=1)[C:2]1[CH:7]=[CH:6][CH:5]=[CH:4][CH:3]=1.[CH3:61][C:62]([O:65][C:66]([O:68]C(OC(C)(C)C)=O)=O)([CH3:64])[CH3:63]. (2) Given the product [OH:3][CH2:4][CH2:6][C@H:7]1[N:11]([C:12]([O:14][C:15]([CH3:18])([CH3:16])[CH3:17])=[O:13])[C@H:10]([C:19]([O:21][C:22]([CH3:25])([CH3:24])[CH3:23])=[O:20])[CH2:9][CH2:8]1, predict the reactants needed to synthesize it. The reactants are: C([O:3][C:4]([CH2:6][C@H:7]1[N:11]([C:12]([O:14][C:15]([CH3:18])([CH3:17])[CH3:16])=[O:13])[C@H:10]([C:19]([O:21][C:22]([CH3:25])([CH3:24])[CH3:23])=[O:20])[CH2:9][CH2:8]1)=O)C.[BH4-].[Li+].C(=O)(O)[O-].[K+]. (3) Given the product [NH2:23][C:10](=[O:11])[C@@H:9]([NH:13][C:14](=[O:15])[O:16][C:17]([CH3:20])([CH3:19])[CH3:18])[CH2:8][C:5]1[CH:6]=[N:7][C:2]([Br:1])=[CH:3][CH:4]=1, predict the reactants needed to synthesize it. The reactants are: [Br:1][C:2]1[N:7]=[CH:6][C:5]([CH2:8][C@H:9]([NH:13][C:14]([O:16][C:17]([CH3:20])([CH3:19])[CH3:18])=[O:15])[C:10](O)=[O:11])=[CH:4][CH:3]=1.C([N:23]1CCOCC1)C.CN(C(ON1N=NC2C=CC=CC1=2)=[N+](C)C)C.[B-](F)(F)(F)F.N. (4) Given the product [CH3:8][C:7]1[C:6]([OH:9])=[C:5]([CH3:13])[C:4]2[CH2:14][CH2:15][C@:16]([CH2:19][CH2:20][CH2:21][C@@H:22]([CH2:24][CH2:25][CH2:26][C@@H:27]([CH2:29][CH2:30][CH2:31][CH:32]([CH3:34])[CH3:33])[CH3:28])[CH3:23])([CH3:18])[O:17][C:3]=2[C:2]=1[CH3:1], predict the reactants needed to synthesize it. The reactants are: [CH3:1][C:2]1[C:7]([CH3:8])=[C:6]([O:9]C(C)=O)[C:5]([CH3:13])=[C:4]2[CH2:14][CH2:15][C@:16]([CH2:19][CH2:20][CH2:21][C@@H:22]([CH2:24][CH2:25][CH2:26][C@@H:27]([CH2:29][CH2:30][CH2:31][CH:32]([CH3:34])[CH3:33])[CH3:28])[CH3:23])([CH3:18])[O:17][C:3]=12.Cl. (5) Given the product [F:38][C:39]([F:44])([F:43])[C:40]([OH:42])=[O:41].[CH2:1]([C:4]1[C:12]2[N:11]=[C:10]([CH2:13][O:14][C:15]3[CH:20]=[CH:19][C:18]([Cl:21])=[CH:17][CH:16]=3)[N:9]([CH2:22][CH2:23][CH2:24][CH:25]3[CH2:26][CH2:27][NH:28][CH2:29][CH2:30]3)[C:8]=2[CH:7]=[CH:6][CH:5]=1)[CH:2]=[CH2:3], predict the reactants needed to synthesize it. The reactants are: [CH2:1]([C:4]1[C:12]2[N:11]=[C:10]([CH2:13][O:14][C:15]3[CH:20]=[CH:19][C:18]([Cl:21])=[CH:17][CH:16]=3)[N:9]([CH2:22][CH2:23][CH2:24][CH:25]3[CH2:30][CH2:29][N:28](C(OC(C)(C)C)=O)[CH2:27][CH2:26]3)[C:8]=2[CH:7]=[CH:6][CH:5]=1)[CH:2]=[CH2:3].[F:38][C:39]([F:44])([F:43])[C:40]([OH:42])=[O:41]. (6) Given the product [F:1][C:2]1[CH:7]=[CH:6][C:5]([N:8]2[C:16]3[C:11](=[CH:12][C:13]([CH:17]([CH2:24][CH:25]([CH3:26])[CH3:27])[C:18]([CH3:23])([CH3:22])[C:19]([NH:33][C:29]4[S:28][CH:32]=[N:31][N:30]=4)=[O:20])=[CH:14][CH:15]=3)[CH:10]=[N:9]2)=[CH:4][CH:3]=1, predict the reactants needed to synthesize it. The reactants are: [F:1][C:2]1[CH:7]=[CH:6][C:5]([N:8]2[C:16]3[C:11](=[CH:12][C:13]([CH:17]([CH2:24][CH:25]([CH3:27])[CH3:26])[C:18]([CH3:23])([CH3:22])[C:19](O)=[O:20])=[CH:14][CH:15]=3)[CH:10]=[N:9]2)=[CH:4][CH:3]=1.[S:28]1[CH:32]=[N:31][N:30]=[C:29]1[NH2:33]. (7) Given the product [Cl:8][C:6]1[CH:5]=[C:4]([NH:9][CH2:10][C:11]([N:13]2[CH2:18][CH2:17][CH2:16][C@H:15]([N:19]([CH2:39][CH3:40])[C:20]3[C:21]4[CH:28]=[CH:27][NH:26][C:22]=4[N:23]=[CH:24][N:25]=3)[CH2:14]2)=[O:12])[CH:3]=[C:2]([Cl:1])[CH:7]=1, predict the reactants needed to synthesize it. The reactants are: [Cl:1][C:2]1[CH:3]=[C:4]([NH:9][CH2:10][C:11]([N:13]2[CH2:18][CH2:17][CH2:16][C@H:15]([N:19]([CH2:39][CH3:40])[C:20]3[C:21]4[CH:28]=[CH:27][N:26](S(C5C=CC(C)=CC=5)(=O)=O)[C:22]=4[N:23]=[CH:24][N:25]=3)[CH2:14]2)=[O:12])[CH:5]=[C:6]([Cl:8])[CH:7]=1.C([O-])([O-])=O.[K+].[K+].CO. (8) Given the product [F:3][C:4]1[CH:5]=[C:6]([CH:18]=[CH:19][CH:20]=1)[CH2:7][N:8]1[CH:12]=[C:11]([C:13]([OH:15])=[O:14])[N:10]=[CH:9]1, predict the reactants needed to synthesize it. The reactants are: [OH-].[Li+].[F:3][C:4]1[CH:5]=[C:6]([CH:18]=[CH:19][CH:20]=1)[CH2:7][N:8]1[CH:12]=[C:11]([C:13]([O:15]CC)=[O:14])[N:10]=[CH:9]1.